Dataset: Full USPTO retrosynthesis dataset with 1.9M reactions from patents (1976-2016). Task: Predict the reactants needed to synthesize the given product. (1) Given the product [F:30][C:31]([F:42])([F:41])[C:32]([NH:21][CH:19]([CH:18]([O:17][C:13]1[CH:12]=[C:11]2[C:16](=[CH:15][CH:14]=1)[N:8]([C:5]1[CH:4]=[CH:3][C:2]([F:1])=[CH:7][CH:6]=1)[N:9]=[CH:10]2)[CH2:22][O:23][C:24]1[CH:25]=[CH:26][CH:27]=[CH:28][CH:29]=1)[CH3:20])=[O:33], predict the reactants needed to synthesize it. The reactants are: [F:1][C:2]1[CH:7]=[CH:6][C:5]([N:8]2[C:16]3[C:11](=[CH:12][C:13]([O:17][CH:18]([CH2:22][O:23][C:24]4[CH:29]=[CH:28][CH:27]=[CH:26][CH:25]=4)[CH:19]([NH2:21])[CH3:20])=[CH:14][CH:15]=3)[CH:10]=[N:9]2)=[CH:4][CH:3]=1.[F:30][C:31]([F:42])([F:41])[C:32](O[C:32](=[O:33])[C:31]([F:42])([F:41])[F:30])=[O:33]. (2) Given the product [O:20]=[C:18]1[CH2:27][CH2:26][C:13]2[CH:12]=[C:11]([C@@H:8]3[CH2:9][CH2:10][C@@:4]4([NH:3][C:2](=[O:1])[O:6][CH2:5]4)[CH2:7]3)[CH:16]=[CH:15][C:14]=2[CH2:17]1, predict the reactants needed to synthesize it. The reactants are: [O:1]=[C:2]1[O:6][CH2:5][C@:4]2([CH2:10][CH2:9][C@@H:8]([C:11]3[CH:16]=[CH:15][C:14]([CH2:17][C:18]([O:20]C(C)(C)C)=O)=[CH:13][CH:12]=3)[CH2:7]2)[NH:3]1.F[C:26](F)(F)[C:27](O)=O.O=C1OC[C@]2(CC[C@@H](C3C=CC(CC(O)=O)=CC=3)C2)N1.C(Cl)(=O)C(Cl)=O.[Cl-].[Al+3].[Cl-].[Cl-].C1(=O)C2C(=CC=CC=2)CCC1.